This data is from Forward reaction prediction with 1.9M reactions from USPTO patents (1976-2016). The task is: Predict the product of the given reaction. (1) Given the reactants [Cl:1][C:2]1[CH:33]=[C:32]([Cl:34])[CH:31]=[CH:30][C:3]=1[O:4][CH2:5][CH2:6][CH2:7][C:8](=O)[CH:9]=[CH:10][C:11]1[CH:16]=[CH:15][C:14]([S:17]([N:20]([CH2:26][O:27][CH3:28])[C:21]2[S:22][CH:23]=[CH:24][N:25]=2)(=[O:19])=[O:18])=[CH:13][CH:12]=1.[NH2:35][NH2:36], predict the reaction product. The product is: [Cl:1][C:2]1[CH:33]=[C:32]([Cl:34])[CH:31]=[CH:30][C:3]=1[O:4][CH2:5][CH2:6][CH2:7][C:8]1[CH2:9][CH:10]([C:11]2[CH:16]=[CH:15][C:14]([S:17]([N:20]([CH2:26][O:27][CH3:28])[C:21]3[S:22][CH:23]=[CH:24][N:25]=3)(=[O:19])=[O:18])=[CH:13][CH:12]=2)[NH:35][N:36]=1. (2) Given the reactants [CH3:1][O:2][CH2:3][C:4]1([C:8]([N:10]2[C@@H:16]([CH3:17])[C:15]3[CH:18]=[CH:19][C:20]([C:22]([O:24]CC)=O)=[CH:21][C:14]=3[O:13][CH2:12][CH2:11]2)=[O:9])[CH2:7][O:6][CH2:5]1.ClC(OC(C)C)=O.CN1CCOCC1.[NH2:41][OH:42], predict the reaction product. The product is: [OH:42][NH:41][C:22]([C:20]1[CH:19]=[CH:18][C:15]2[C@H:16]([CH3:17])[N:10]([C:8]([C:4]3([CH2:3][O:2][CH3:1])[CH2:7][O:6][CH2:5]3)=[O:9])[CH2:11][CH2:12][O:13][C:14]=2[CH:21]=1)=[O:24]. (3) Given the reactants [CH3:1][O:2][C:3]([C:5]1[N:6]([CH2:23][C:24]2[CH:29]=[CH:28][CH:27]=[CH:26][CH:25]=2)[C:7](=[O:22])[C:8]2[C:13]([C:14]=1[C:15]1[CH:20]=[CH:19][CH:18]=[CH:17][CH:16]=1)=[CH:12][C:11](Br)=[CH:10][CH:9]=2)=[O:4].C(N(CC)CC)C.CN([CH:40]=[O:41])C.[C]=O.[CH3:44][OH:45], predict the reaction product. The product is: [CH3:1][O:2][C:3]([C:5]1[N:6]([CH2:23][C:24]2[CH:29]=[CH:28][CH:27]=[CH:26][CH:25]=2)[C:7](=[O:22])[C:8]2[C:13]([C:14]=1[C:15]1[CH:20]=[CH:19][CH:18]=[CH:17][CH:16]=1)=[CH:12][C:11]([C:44]([O:41][CH3:40])=[O:45])=[CH:10][CH:9]=2)=[O:4]. (4) Given the reactants [Br:1][C:2]1[C:3]([C@@H:19]([NH:29][S@:30]([C:32]([CH3:35])([CH3:34])[CH3:33])=[O:31])[CH2:20][C:21]2[CH:26]=[C:25]([F:27])[CH:24]=[C:23]([F:28])[CH:22]=2)=[N:4][CH:5]=[C:6](N2C(=O)C3C(=CC=CC=3)C2=O)[CH:7]=1.[Br:36]C1C(/C=N\[S@](C(C)(C)C)=O)=NC(Br)=CC=1, predict the reaction product. The product is: [Br:1][C:2]1[C:3]([C@@H:19]([NH:29][S@:30]([C:32]([CH3:35])([CH3:34])[CH3:33])=[O:31])[CH2:20][C:21]2[CH:26]=[C:25]([F:27])[CH:24]=[C:23]([F:28])[CH:22]=2)=[N:4][C:5]([Br:36])=[CH:6][CH:7]=1.